This data is from Full USPTO retrosynthesis dataset with 1.9M reactions from patents (1976-2016). The task is: Predict the reactants needed to synthesize the given product. (1) Given the product [Cl:32][C:20]1[C:7]2[C:6](=[CH:5][C:4]([O:3][CH2:1][CH3:2])=[C:9]([CH:10]3[CH2:11][CH2:12][N:13]([CH3:16])[CH2:14][CH2:15]3)[CH:8]=2)[N:17]=[CH:18][C:19]=1[C:25]([O:27][CH2:28][CH3:29])=[O:26], predict the reactants needed to synthesize it. The reactants are: [CH2:1]([O:3][C:4]1[CH:5]=[C:6]([NH:17][CH:18]=[C:19]([C:25]([O:27][CH2:28][CH3:29])=[O:26])[C:20](OCC)=O)[CH:7]=[CH:8][C:9]=1[CH:10]1[CH2:15][CH2:14][N:13]([CH3:16])[CH2:12][CH2:11]1)[CH3:2].O=P(Cl)(Cl)[Cl:32]. (2) Given the product [CH3:9][O:10][C:11](=[O:20])[C:12]([CH3:18])([CH3:19])[CH:13]([NH:7][C:2]1[CH:3]=[CH:4][CH:5]=[CH:6][C:1]=1[NH2:8])[CH2:14][O:15][CH3:16], predict the reactants needed to synthesize it. The reactants are: [C:1]1([NH2:8])[CH:6]=[CH:5][CH:4]=[CH:3][C:2]=1[NH2:7].[CH3:9][O:10][C:11](=[O:20])[C:12]([CH3:19])([CH3:18])[C:13](=O)[CH2:14][O:15][CH3:16].C([BH3-])#N.[Na+].C(O)(=O)C. (3) Given the product [CH3:22][N:15]([C:16]1[CH:17]=[N:18][CH:19]=[CH:20][CH:21]=1)[C:10]1[C:9]([CH2:8][C:7]([C:3]2[CH:2]=[N:1][CH:6]=[CH:5][CH:4]=2)([C:23]2[CH:24]=[N:25][CH:26]=[CH:27][CH:28]=2)[OH:32])=[CH:14][CH:13]=[CH:12][N:11]=1, predict the reactants needed to synthesize it. The reactants are: [N:1]1[CH:6]=[CH:5][CH:4]=[C:3]([CH:7]([C:23]2[CH:24]=[N:25][CH:26]=[CH:27][CH:28]=2)[CH2:8][C:9]2[C:10]([N:15]([CH3:22])[C:16]3[CH:17]=[N:18][CH:19]=[CH:20][CH:21]=3)=[N:11][CH:12]=[CH:13][CH:14]=2)[CH:2]=1.CC(C)([O-:32])C.[K+].